From a dataset of Full USPTO retrosynthesis dataset with 1.9M reactions from patents (1976-2016). Predict the reactants needed to synthesize the given product. The reactants are: [CH3:1][N:2]1[C:7](=[O:8])[C:6]([NH:9][C:10]2[CH:15]=[CH:14][C:13]([N:16]3[CH2:21][CH2:20][N:19]([CH:22]4[CH2:25][O:24][CH2:23]4)[CH2:18][CH2:17]3)=[CH:12][N:11]=2)=[CH:5][C:4]([C:26]2[C:31]([CH:32]=[O:33])=[C:30]([N:34]3[C:46](=[O:47])[C:38]4=[CH:39][N:40]5[C:45]([CH2:44][CH2:43][CH2:42][CH2:41]5)=[C:37]4[CH:36]=[N:35]3)[N:29]=[CH:28][CH:27]=2)=[CH:3]1.[BH4-].[Na+]. Given the product [OH:33][CH2:32][C:31]1[C:30]([N:34]2[C:46](=[O:47])[C:38]3=[CH:39][N:40]4[C:45]([CH2:44][CH2:43][CH2:42][CH2:41]4)=[C:37]3[CH:36]=[N:35]2)=[N:29][CH:28]=[CH:27][C:26]=1[C:4]1[CH:5]=[C:6]([NH:9][C:10]2[CH:15]=[CH:14][C:13]([N:16]3[CH2:17][CH2:18][N:19]([CH:22]4[CH2:25][O:24][CH2:23]4)[CH2:20][CH2:21]3)=[CH:12][N:11]=2)[C:7](=[O:8])[N:2]([CH3:1])[CH:3]=1, predict the reactants needed to synthesize it.